From a dataset of Reaction yield outcomes from USPTO patents with 853,638 reactions. Predict the reaction yield, written as a fraction of the theoretical maximum amount of product (1.0 means a 100% yield; for example, 0.34 means a 34% yield). (1) The reactants are CC(C1CN(CC2C=C(C3C=C(CNC(C4C=CC=C(C(NC[C:38]5[C:39]([NH:51][CH:52]6[CH2:57][CH2:56][O:55][CH2:54][CH2:53]6)=[C:40]6[CH:48]=[N:47][N:46]([CH2:49][CH3:50])[C:41]6=[N:42][C:43]=5[CH2:44][CH3:45])=O)N=4)=O)C=CC=3C)C=CC=2)CCN1C([O-])=O)(C)C.C(N1[C:68]2=N[C:70]([CH2:93][CH3:94])=[C:71]([CH2:80][NH:81][C:82]([C:84]3[N:89]=[C:88]([C:90]([OH:92])=O)[CH:87]=[CH:86][CH:85]=3)=[O:83])[C:72](NC3CCOCC3)=[C:67]2C=N1)C.NCC1C=[C:99]([C:103]2C=C[CH:106]=[C:105]([CH2:109][CH:110]3[CH2:115][CH2:114][N:113]([C:116](OC(C)(C)C)=O)[CH2:112][CH2:111]3)[CH:104]=2)C=CC=1.[CH3:123][N:124](C(ON1N=NC2C=CC=CC1=2)=[N+](C)C)C.F[P-](F)(F)(F)(F)F.CCN(CC)CC. The yield is 0.222. The catalyst is C(Cl)Cl. The product is [CH2:49]([N:46]1[C:41]2=[N:42][C:43]([CH2:44][CH3:45])=[C:38]([CH2:123][NH:124][C:90]([C:88]3[CH:87]=[CH:86][CH:85]=[C:84]([C:82]([NH:81][CH2:80][C:71]4[CH:70]=[C:93]([C:94]5[CH:99]=[CH:103][CH:104]=[C:105]([CH2:109][CH:110]6[CH2:115][CH2:114][N:113]([CH3:116])[CH2:112][CH2:111]6)[CH:106]=5)[CH:68]=[CH:67][CH:72]=4)=[O:83])[N:89]=3)=[O:92])[C:39]([NH:51][CH:52]3[CH2:57][CH2:56][O:55][CH2:54][CH2:53]3)=[C:40]2[CH:48]=[N:47]1)[CH3:50]. (2) The catalyst is O.[Br-].C([N+](CCCC)(CCCC)CCCC)CCC. The product is [F:38][C:37]([F:40])([F:39])[C:35]1[CH:34]=[C:5]([CH:4]=[C:3]([C:2]([F:1])([F:41])[F:42])[CH:36]=1)[CH2:6][N:7]([CH2:14][C:15]1[C:16]([N:25]([CH2:28][CH:29]2[CH2:33][CH2:32][CH2:31][CH2:30]2)[CH2:26][CH3:27])=[N:17][C:18]2[C:23]([CH:24]=1)=[CH:22][CH:21]=[CH:20][CH:19]=2)[CH2:8][C:9]1[N:10]=[N:11][N:12]([CH3:45])[N:13]=1. The reactants are [F:1][C:2]([F:42])([F:41])[C:3]1[CH:4]=[C:5]([CH:34]=[C:35]([C:37]([F:40])([F:39])[F:38])[CH:36]=1)[CH2:6][N:7]([CH2:14][C:15]1[C:16]([N:25]([CH2:28][CH:29]2[CH2:33][CH2:32][CH2:31][CH2:30]2)[CH2:26][CH3:27])=[N:17][C:18]2[C:23]([CH:24]=1)=[CH:22][CH:21]=[CH:20][CH:19]=2)[CH2:8][C:9]1[N:10]=[N:11][NH:12][N:13]=1.[OH-].[Na+].[CH2:45](Cl)Cl.S(OC)(OC)(=O)=O. The yield is 0.313.